Dataset: TCR-epitope binding with 47,182 pairs between 192 epitopes and 23,139 TCRs. Task: Binary Classification. Given a T-cell receptor sequence (or CDR3 region) and an epitope sequence, predict whether binding occurs between them. (1) The epitope is RAKFKQLL. The TCR CDR3 sequence is CASSVARTGTNTGELFF. Result: 1 (the TCR binds to the epitope). (2) The epitope is RTLNAWVKV. The TCR CDR3 sequence is CASSQDRGGLGEKLFF. Result: 1 (the TCR binds to the epitope). (3) The epitope is LPPIVAKEI. The TCR CDR3 sequence is CASSLFSGASQTQYF. Result: 0 (the TCR does not bind to the epitope). (4) The epitope is FLRGRAYGL. Result: 0 (the TCR does not bind to the epitope). The TCR CDR3 sequence is CASSEPGTVEAFF. (5) The epitope is KRWIIMGLNK. The TCR CDR3 sequence is CASTLYTGDNEQFF. Result: 0 (the TCR does not bind to the epitope). (6) The epitope is KLNVGDYFV. The TCR CDR3 sequence is CSGDEDRATEAFF. Result: 0 (the TCR does not bind to the epitope). (7) The epitope is TPGPGVRYPL. The TCR CDR3 sequence is CASSQAASGNTIYF. Result: 1 (the TCR binds to the epitope).